This data is from Full USPTO retrosynthesis dataset with 1.9M reactions from patents (1976-2016). The task is: Predict the reactants needed to synthesize the given product. (1) Given the product [NH2:31][C:11]1[N:12]=[CH:13][C:14]([C:16]2[CH:17]=[N:18][N:19]([CH:21]3[CH2:22][CH2:23][C:24](=[O:25])[CH2:29][CH2:30]3)[CH:20]=2)=[CH:15][C:10]=1[C:2]1[S:1][C:5]2[CH:6]=[CH:7][CH:8]=[CH:9][C:4]=2[N:3]=1, predict the reactants needed to synthesize it. The reactants are: [S:1]1[C:5]2[CH:6]=[CH:7][CH:8]=[CH:9][C:4]=2[N:3]=[C:2]1[C:10]1[C:11]([NH2:31])=[N:12][CH:13]=[C:14]([C:16]2[CH:17]=[N:18][N:19]([CH:21]3[CH2:30][CH2:29][C:24]4(OCC[O:25]4)[CH2:23][CH2:22]3)[CH:20]=2)[CH:15]=1.Cl. (2) Given the product [Cl:14][CH2:15][C:16]([N:11]1[CH2:12][CH2:13][CH:8]([O:1][C:2]2[CH:3]=[CH:4][CH:5]=[CH:6][CH:7]=2)[CH2:9][CH2:10]1)=[O:17], predict the reactants needed to synthesize it. The reactants are: [O:1]([CH:8]1[CH2:13][CH2:12][NH:11][CH2:10][CH2:9]1)[C:2]1[CH:7]=[CH:6][CH:5]=[CH:4][CH:3]=1.[Cl:14][CH2:15][C:16](Cl)=[O:17]. (3) The reactants are: Cl.Cl.[O:3]1[CH2:8][CH2:7][CH:6]([CH2:9][NH:10][NH2:11])[CH2:5][CH2:4]1.C(O/[CH:15]=[C:16](\[C:22](=O)[CH3:23])/[C:17]([O:19][CH2:20][CH3:21])=[O:18])C. Given the product [CH3:23][C:22]1[N:10]([CH2:9][CH:6]2[CH2:7][CH2:8][O:3][CH2:4][CH2:5]2)[N:11]=[CH:15][C:16]=1[C:17]([O:19][CH2:20][CH3:21])=[O:18], predict the reactants needed to synthesize it. (4) The reactants are: [C:1](N1C=CC=CC1=O)(N1C=CC=CC1=O)=[S:2].[CH3:17][O:18][C:19]1[CH:20]=[C:21]2[C:26](=[CH:27][C:28]=1[O:29][CH3:30])[CH:25]=[N:24][C:23]([NH2:31])=[CH:22]2.C(OCC)(=O)C. Given the product [N:31]([C:23]1[N:24]=[CH:25][C:26]2[C:21]([CH:22]=1)=[CH:20][C:19]([O:18][CH3:17])=[C:28]([O:29][CH3:30])[CH:27]=2)=[C:1]=[S:2], predict the reactants needed to synthesize it. (5) Given the product [CH:6]1[CH2:5][CH2:4][CH:3]=[CH:2][CH:1]=1.[CH2:7]=[CH:8][CH3:9], predict the reactants needed to synthesize it. The reactants are: [CH:1]1[CH2:6][CH2:5][CH:4]=[CH:3][CH:2]=1.[CH2:7]=[CH:8][CH3:9]. (6) The reactants are: [CH3:1][C:2]1[NH:6][C:5]([C:7]([O:9][CH2:10][CH3:11])=[O:8])=[CH:4][CH:3]=1.[CH2:12](Br)[C:13]1[CH:18]=[CH:17][CH:16]=[CH:15][CH:14]=1.[H-].[Na+]. Given the product [CH2:12]([N:6]1[C:2]([CH3:1])=[CH:3][CH:4]=[C:5]1[C:7]([O:9][CH2:10][CH3:11])=[O:8])[C:13]1[CH:18]=[CH:17][CH:16]=[CH:15][CH:14]=1, predict the reactants needed to synthesize it. (7) Given the product [OH:1][C:2]1[CH:3]=[C:4]2[C:9](=[CH:10][C:11]=1[CH3:12])[O:8][C:7]1([CH2:21][C:20]([CH3:22])([CH3:23])[C:19]3[C:14](=[CH:15][C:16]([CH3:25])=[C:17]([O:24][CH2:35][CH2:36][CH2:37][OH:38])[CH:18]=3)[O:13]1)[CH2:6][C:5]2([CH3:27])[CH3:26], predict the reactants needed to synthesize it. The reactants are: [OH:1][C:2]1[CH:3]=[C:4]2[C:9](=[CH:10][C:11]=1[CH3:12])[O:8][C:7]1([CH2:21][C:20]([CH3:23])([CH3:22])[C:19]3[C:14](=[CH:15][C:16]([CH3:25])=[C:17]([OH:24])[CH:18]=3)[O:13]1)[CH2:6][C:5]2([CH3:27])[CH3:26].C(=O)([O-])[O-].[K+].[K+].Br[CH2:35][CH2:36][CH2:37][OH:38].Cl. (8) Given the product [OH:51][CH2:52][CH2:53][O:54][CH2:55][CH2:56][O:1][C:2]1[CH:3]=[CH:4][C:5]([C:8]2[CH:9]=[CH:10][C:11]([N:14]3[C:18]([CH3:20])([CH3:19])[C:17](=[O:21])[N:16]([C:22]4[CH:29]=[CH:28][C:25]([C:26]#[N:27])=[C:24]([C:30]([F:32])([F:33])[F:31])[CH:23]=4)[C:15]3=[S:34])=[CH:12][CH:13]=2)=[CH:6][CH:7]=1, predict the reactants needed to synthesize it. The reactants are: [OH:1][C:2]1[CH:7]=[CH:6][C:5]([C:8]2[CH:13]=[CH:12][C:11]([N:14]3[C:18]([CH3:20])([CH3:19])[C:17](=[O:21])[N:16]([C:22]4[CH:29]=[CH:28][C:25]([C:26]#[N:27])=[C:24]([C:30]([F:33])([F:32])[F:31])[CH:23]=4)[C:15]3=[S:34])=[CH:10][CH:9]=2)=[CH:4][CH:3]=1.C([O-])([O-])=O.[K+].[K+].CC1C=CC(S([O:51][CH2:52][CH2:53][O:54][CH2:55][CH2:56]O)(=O)=O)=CC=1.